From a dataset of Full USPTO retrosynthesis dataset with 1.9M reactions from patents (1976-2016). Predict the reactants needed to synthesize the given product. (1) Given the product [N:21]1([C:19]([N:16]2[CH2:15][CH2:14][CH:13]([N:12]([CH2:27][CH2:28][CH3:29])[CH:8]3[CH2:9][C:10]4[CH:11]=[C:2]([O:1][S:46]([C:41]5[CH:42]=[CH:43][CH:44]=[CH:45][C:40]=5[Cl:39])(=[O:48])=[O:47])[CH:3]=[CH:4][C:5]=4[CH2:6][CH2:7]3)[CH2:18][CH2:17]2)=[O:20])[CH2:26][CH2:25][O:24][CH2:23][CH2:22]1, predict the reactants needed to synthesize it. The reactants are: [OH:1][C:2]1[CH:11]=[C:10]2[C:5]([CH2:6][CH2:7][CH:8]([N:12]([CH2:27][CH2:28][CH3:29])[CH:13]3[CH2:18][CH2:17][N:16]([C:19]([N:21]4[CH2:26][CH2:25][O:24][CH2:23][CH2:22]4)=[O:20])[CH2:15][CH2:14]3)[CH2:9]2)=[CH:4][CH:3]=1.CCN(C(C)C)C(C)C.[Cl:39][C:40]1[CH:45]=[CH:44][CH:43]=[CH:42][C:41]=1[S:46](Cl)(=[O:48])=[O:47]. (2) Given the product [CH3:49][C:37]1[CH:38]=[C:39]([C:43]2[CH:48]=[N:47][CH:46]=[N:45][CH:44]=2)[CH:40]=[C:41]([CH3:42])[C:36]=1[C:5]1[CH:4]=[CH:3][C:2]([F:1])=[C:10]2[C:6]=1[CH2:7][CH2:8][C@H:9]2[O:11][C:12]1[CH:25]=[CH:24][C:15]2[C@H:16]([CH2:19][C:20]([O:22][CH3:23])=[O:21])[CH2:17][O:18][C:14]=2[CH:13]=1, predict the reactants needed to synthesize it. The reactants are: [F:1][C:2]1[CH:3]=[CH:4][C:5](B2OC(C)(C)C(C)(C)O2)=[C:6]2[C:10]=1[C@H:9]([O:11][C:12]1[CH:25]=[CH:24][C:15]3[C@H:16]([CH2:19][C:20]([O:22][CH3:23])=[O:21])[CH2:17][O:18][C:14]=3[CH:13]=1)[CH2:8][CH2:7]2.Br[C:36]1[C:41]([CH3:42])=[CH:40][C:39]([C:43]2[CH:44]=[N:45][CH:46]=[N:47][CH:48]=2)=[CH:38][C:37]=1[CH3:49].[O-]P([O-])([O-])=O.[K+].[K+].[K+].